Dataset: Full USPTO retrosynthesis dataset with 1.9M reactions from patents (1976-2016). Task: Predict the reactants needed to synthesize the given product. (1) Given the product [ClH:16].[Br:1][C:2]1[CH:3]=[C:4]([CH:11]=[CH:12][CH:13]=1)[CH2:5][C@@H:6]([C:8]([O:10][CH3:18])=[O:9])[NH2:7], predict the reactants needed to synthesize it. The reactants are: [Br:1][C:2]1[CH:3]=[C:4]([CH:11]=[CH:12][CH:13]=1)[CH2:5][C@@H:6]([C:8]([OH:10])=[O:9])[NH2:7].S(Cl)([Cl:16])=O.[CH3:18]O. (2) Given the product [Cl:9][C:10]1[CH:11]=[CH:12][C:13]([C@H:16]2[C:25]3[C:20](=[CH:21][C:22]([O:30][CH3:31])=[C:23]([O:26][CH:27]([CH3:28])[CH3:29])[CH:24]=3)[CH2:19][C:18](=[O:32])[N:17]2[C:34]2[CH:35]=[CH:36][C:37]([C:40]([OH:42])([C:43]3[CH:48]=[CH:47][CH:46]=[C:45]([O:49][CH3:50])[CH:44]=3)[CH3:41])=[CH:38][CH:39]=2)=[CH:14][CH:15]=1, predict the reactants needed to synthesize it. The reactants are: [O-]P([O-])([O-])=O.[K+].[K+].[K+].[Cl:9][C:10]1[CH:15]=[CH:14][C:13]([C@H:16]2[C:25]3[C:20](=[CH:21][C:22]([O:30][CH3:31])=[C:23]([O:26][CH:27]([CH3:29])[CH3:28])[CH:24]=3)[CH2:19][C:18](=[O:32])[NH:17]2)=[CH:12][CH:11]=1.I[C:34]1[CH:39]=[CH:38][C:37]([C:40]([C:43]2[CH:48]=[CH:47][CH:46]=[C:45]([O:49][CH3:50])[CH:44]=2)([OH:42])[CH3:41])=[CH:36][CH:35]=1.N[C@@H]1CCCC[C@H]1N. (3) Given the product [Cl:18][C:17]1[C:13]([NH:12][C:10]2[NH:9][C:3]3[CH:4]=[CH:5][C:6]([F:8])=[CH:7][C:2]=3[N:1]=2)=[CH:14][S:15][CH:16]=1, predict the reactants needed to synthesize it. The reactants are: [NH2:1][C:2]1[CH:7]=[C:6]([F:8])[CH:5]=[CH:4][C:3]=1[NH:9][C:10]([NH:12][C:13]1[C:17]([Cl:18])=[CH:16][S:15][CH:14]=1)=S.[OH-].[Na+].C1(C)C=CC(S(Cl)(=O)=O)=CC=1.C(OCC)(=O)C. (4) Given the product [Br:9][C:10]1[C:15]([C:16]2([OH:21])[CH2:20][CH2:19][CH2:18][CH2:17]2)=[CH:14][CH:13]=[CH:12][N:11]=1, predict the reactants needed to synthesize it. The reactants are: [Li+].CC([N-]C(C)C)C.[Br:9][C:10]1[CH:15]=[CH:14][CH:13]=[CH:12][N:11]=1.[C:16]1(=[O:21])[CH2:20][CH2:19][CH2:18][CH2:17]1.C([O-])(O)=O.[Na+]. (5) The reactants are: [Cl:1][C:2]1[N:10]=[CH:9][C:8]2[NH:7][C:6]3[N:11]=[CH:12][C:13]([F:16])=[C:14](I)[C:5]=3[C:4]=2[CH:3]=1.C[O:18][C:19]([C:21]1[CH:26]=[CH:25][C:24](B2OC(C)(C)C(C)(C)O2)=[CH:23][CH:22]=1)=[O:20].C(=O)([O-])[O-].[Cs+].[Cs+].[OH-].[Na+]. Given the product [F:16][C:13]1[C:14]([C:24]2[CH:25]=[CH:26][C:21]([C:19]([OH:20])=[O:18])=[CH:22][CH:23]=2)=[C:5]2[C:4]3[C:8](=[CH:9][N:10]=[C:2]([Cl:1])[CH:3]=3)[NH:7][C:6]2=[N:11][CH:12]=1, predict the reactants needed to synthesize it. (6) The reactants are: OC(CCCC)C(N)=O.[Na].[CH2:11]([CH:15]1[O:19][C:18](=[O:20])[NH:17][C:16]1=[O:21])[CH2:12][CH2:13][CH3:14].OC(CCCC)C(O)=O. Given the product [CH2:11]([CH:15]1[O:19][C:18](=[O:20])[NH:17][C:16]1=[O:21])[CH2:12][CH2:13][CH3:14], predict the reactants needed to synthesize it.